Dataset: Catalyst prediction with 721,799 reactions and 888 catalyst types from USPTO. Task: Predict which catalyst facilitates the given reaction. (1) Reactant: [CH3:1][O:2][C:3]1[CH:4]=[CH:5][C:6]([N+:26]([O-])=O)=[C:7]([CH:25]=1)[C:8]([NH:10][C:11]1[CH:24]=[CH:23][C:14]2[O:15][C:16]([F:22])([F:21])[C:17]([F:20])([F:19])[O:18][C:13]=2[CH:12]=1)=[O:9]. Product: [NH2:26][C:6]1[CH:5]=[CH:4][C:3]([O:2][CH3:1])=[CH:25][C:7]=1[C:8]([NH:10][C:11]1[CH:24]=[CH:23][C:14]2[O:15][C:16]([F:22])([F:21])[C:17]([F:19])([F:20])[O:18][C:13]=2[CH:12]=1)=[O:9]. The catalyst class is: 19. (2) Reactant: [C:1]([O:5][C:6]([N:8]1[CH2:13][CH:12]=[C:11]([C:14]2[CH:34]=[CH:33][C:17]([CH2:18][N:19]3[CH2:28][CH2:27][C:26]4[C:21](=[CH:22][CH:23]=[C:24]([C:29]([O:31][CH3:32])=[O:30])[CH:25]=4)[CH2:20]3)=[CH:16][CH:15]=2)[CH2:10][CH2:9]1)=[O:7])([CH3:4])([CH3:3])[CH3:2]. Product: [C:1]([O:5][C:6]([N:8]1[CH2:13][CH2:12][CH:11]([C:14]2[CH:15]=[CH:16][C:17]([CH2:18][N:19]3[CH2:28][CH2:27][C:26]4[C:21](=[CH:22][CH:23]=[C:24]([C:29]([O:31][CH3:32])=[O:30])[CH:25]=4)[CH2:20]3)=[CH:33][CH:34]=2)[CH2:10][CH2:9]1)=[O:7])([CH3:4])([CH3:2])[CH3:3]. The catalyst class is: 19. (3) Reactant: N#N.[O:3]=[C:4]([CH3:17])[CH2:5][CH2:6][CH2:7][CH2:8][C:9]1[O:10][CH:11]=[C:12]([C:14](Cl)=[O:15])[N:13]=1.[N-:18]=[N+:19]=[N-:20].[Na+]. Product: [O:3]=[C:4]([CH3:17])[CH2:5][CH2:6][CH2:7][CH2:8][C:9]1[O:10][CH:11]=[C:12]([C:14]([N:18]=[N+:19]=[N-:20])=[O:15])[N:13]=1. The catalyst class is: 95. (4) Reactant: [CH3:1][O:2][C:3](=[O:13])[C:4]1[CH:9]=[C:8]([F:10])[C:7]([CH3:11])=[N:6][C:5]=1Cl.C([O-])=O.[NH4+]. The catalyst class is: 45. Product: [CH3:1][O:2][C:3](=[O:13])[C:4]1[CH:9]=[C:8]([F:10])[C:7]([CH3:11])=[N:6][CH:5]=1. (5) Reactant: [CH2:1]([O:8][CH2:9][CH2:10][N:11]1[C:16](=[O:17])[CH:15]=[N:14][NH:13][C:12]1=[O:18])[C:2]1[CH:7]=[CH:6][CH:5]=[CH:4][CH:3]=1.[H-].[Na+].Br[CH2:22][CH2:23][CH2:24][CH2:25][Cl:26]. Product: [CH2:1]([O:8][CH2:9][CH2:10][N:11]1[C:16](=[O:17])[CH:15]=[N:14][N:13]([CH2:22][CH2:23][CH2:24][CH2:25][Cl:26])[C:12]1=[O:18])[C:2]1[CH:7]=[CH:6][CH:5]=[CH:4][CH:3]=1. The catalyst class is: 18. (6) Reactant: [CH3:1][NH:2][CH2:3][CH2:4][CH2:5][CH2:6][CH2:7][CH2:8][CH2:9][CH2:10][CH2:11][CH2:12][CH2:13][CH2:14][CH2:15][CH3:16].[CH2:17]1[CH2:23][S:20](=[O:22])(=[O:21])[O:19][CH2:18]1. Product: [CH3:1][NH+:2]([CH2:3][CH2:4][CH2:5][CH2:6][CH2:7][CH2:8][CH2:9][CH2:10][CH2:11][CH2:12][CH2:13][CH2:14][CH2:15][CH3:16])[CH2:18][CH2:17][CH2:23][S:20]([O-:22])(=[O:21])=[O:19]. The catalyst class is: 13. (7) Reactant: N[C:2]1[S:11][C:10]2[C:9](=[O:12])[C:8]3[CH:13]=[CH:14][CH:15]=[CH:16][C:7]=3[CH2:6][CH2:5][C:4]=2[N:3]=1.N(OCCC(C)C)=O. Product: [N:3]1[C:4]2[CH2:5][CH2:6][C:7]3[CH:16]=[CH:15][CH:14]=[CH:13][C:8]=3[C:9](=[O:12])[C:10]=2[S:11][CH:2]=1. The catalyst class is: 3.